This data is from Reaction yield outcomes from USPTO patents with 853,638 reactions. The task is: Predict the reaction yield, written as a fraction of the theoretical maximum amount of product (1.0 means a 100% yield; for example, 0.34 means a 34% yield). The reactants are P(OCC)(OCC)([S-])=[S:2].[CH3:10][O:11][C:12]([C:14]1[C:15]([C:22]2[CH:27]=[CH:26][CH:25]=[CH:24][C:23]=2[N+:28]([O-:30])=[O:29])=[CH:16][CH:17]=[C:18]([C:20]#[N:21])[CH:19]=1)=[O:13]. The catalyst is C1COCC1.O. The product is [CH3:10][O:11][C:12]([C:14]1[C:15]([C:22]2[CH:27]=[CH:26][CH:25]=[CH:24][C:23]=2[N+:28]([O-:30])=[O:29])=[CH:16][CH:17]=[C:18]([C:20](=[S:2])[NH2:21])[CH:19]=1)=[O:13]. The yield is 0.520.